Dataset: Full USPTO retrosynthesis dataset with 1.9M reactions from patents (1976-2016). Task: Predict the reactants needed to synthesize the given product. (1) The reactants are: [OH:1][CH2:2][C:3]1[O:4][C:5]([CH3:18])=[CH:6][C:7](=[O:17])[C:8]=1[O:9][CH2:10][C:11]1[CH:16]=[CH:15][CH:14]=[CH:13][CH:12]=1.O[CH:20](C1OC(C)=CC(=O)C=1O)[CH2:21]C.C(Br)C1C=CC=CC=1. Given the product [OH:1][CH:2]([C:3]1[O:4][C:5]([CH3:18])=[CH:6][C:7](=[O:17])[C:8]=1[O:9][CH2:10][C:11]1[CH:16]=[CH:15][CH:14]=[CH:13][CH:12]=1)[CH2:20][CH3:21], predict the reactants needed to synthesize it. (2) Given the product [CH3:1][O:2][C:3]1[CH:4]=[CH:5][C:6]([C:9]2[CH:17]=[C:16]3[C:12]([C:13](=[CH:36][C:31]4[NH:32][C:33]5[C:29]([CH:30]=4)=[CH:28][C:27]([O:26][CH2:25][CH2:24][N:19]4[CH2:23][CH2:22][CH2:21][CH2:20]4)=[CH:35][CH:34]=5)[C:14](=[O:18])[NH:15]3)=[CH:11][CH:10]=2)=[CH:7][CH:8]=1, predict the reactants needed to synthesize it. The reactants are: [CH3:1][O:2][C:3]1[CH:8]=[CH:7][C:6]([C:9]2[CH:17]=[C:16]3[C:12]([CH2:13][C:14](=[O:18])[NH:15]3)=[CH:11][CH:10]=2)=[CH:5][CH:4]=1.[N:19]1([CH2:24][CH2:25][O:26][C:27]2[CH:28]=[C:29]3[C:33](=[CH:34][CH:35]=2)[NH:32][C:31]([CH:36]=O)=[CH:30]3)[CH2:23][CH2:22][CH2:21][CH2:20]1. (3) Given the product [C:35]([N:21]1[CH2:22][C@H:18]2[C@H:17]([C:25]3[CH:30]=[C:29]([I:31])[CH:28]=[CH:27][C:26]=3[CH3:32])[C@@H:16]([O:15][C@@H:13]([C:5]3[CH:6]=[C:7]([C:9]([F:12])([F:10])[F:11])[CH:8]=[C:3]([C:2]([F:1])([F:33])[F:34])[CH:4]=3)[CH3:14])[O:24][CH2:23][C@@H:19]2[CH2:20]1)(=[O:37])[CH3:36], predict the reactants needed to synthesize it. The reactants are: [F:1][C:2]([F:34])([F:33])[C:3]1[CH:4]=[C:5]([C@H:13]([O:15][C@H:16]2[O:24][CH2:23][C@@H:19]3[CH2:20][NH:21][CH2:22][C@H:18]3[C@@H:17]2[C:25]2[CH:30]=[C:29]([I:31])[CH:28]=[CH:27][C:26]=2[CH3:32])[CH3:14])[CH:6]=[C:7]([C:9]([F:12])([F:11])[F:10])[CH:8]=1.[C:35](OC(=O)C)(=[O:37])[CH3:36]. (4) Given the product [CH:48]1([CH2:51][N:39]2[CH2:38][CH2:37][CH:36]([N:29]3[CH2:28][C:27]4[CH:26]=[C:25]5[C:33]([NH:34][C:23]([C:17]6[C:18](=[O:22])[NH:19][CH:20]=[CH:21][C:16]=6[NH:15][CH2:14][C@@H:13]([OH:42])[CH2:12][O:11][C:10]6[CH:43]=[CH:44][C:45]([CH3:47])=[CH:46][C:9]=6[CH3:8])=[N:24]5)=[CH:32][C:31]=4[C:30]3=[O:35])[CH2:41][CH2:40]2)[CH2:50][CH2:49]1, predict the reactants needed to synthesize it. The reactants are: C(O)(C(F)(F)F)=O.[CH3:8][C:9]1[CH:46]=[C:45]([CH3:47])[CH:44]=[CH:43][C:10]=1[O:11][CH2:12][C@H:13]([OH:42])[CH2:14][NH:15][C:16]1[CH:21]=[CH:20][NH:19][C:18](=[O:22])[C:17]=1[C:23]1[NH:34][C:33]2[C:25](=[CH:26][C:27]3[CH2:28][N:29]([CH:36]4[CH2:41][CH2:40][NH:39][CH2:38][CH2:37]4)[C:30](=[O:35])[C:31]=3[CH:32]=2)[N:24]=1.[CH:48]1([CH:51]=O)[CH2:50][CH2:49]1.[BH-](OC(C)=O)(OC(C)=O)OC(C)=O.[Na+]. (5) Given the product [NH2:1][C:4]1[CH:5]=[C:6]([CH2:10][C:11]#[N:12])[CH:7]=[CH:8][CH:9]=1, predict the reactants needed to synthesize it. The reactants are: [N+:1]([C:4]1[CH:5]=[C:6]([CH2:10][C:11]#[N:12])[CH:7]=[CH:8][CH:9]=1)([O-])=O.